Dataset: Forward reaction prediction with 1.9M reactions from USPTO patents (1976-2016). Task: Predict the product of the given reaction. (1) Given the reactants Br.[CH3:2][C:3]1[N:4]=[CH:5][N:6]([C:8]2[C:13](=[O:14])[NH:12][C:11]([C:15]([OH:17])=O)=[CH:10][CH:9]=2)[CH:7]=1.[Br:18][C:19]1[CH:29]=[CH:28][CH:27]=[CH:26][C:20]=1[CH2:21][NH:22][CH2:23][CH2:24]O.BrC1C=C(C=CC=1)CN1CCN2C(=O)C(N3C=C(C)N=C3)=CC=C2C1=O, predict the reaction product. The product is: [Br:18][C:19]1[CH:29]=[CH:28][CH:27]=[CH:26][C:20]=1[CH2:21][N:22]1[CH2:23][CH2:24][N:12]2[C:13](=[O:14])[C:8]([N:6]3[CH:7]=[C:3]([CH3:2])[N:4]=[CH:5]3)=[CH:9][CH:10]=[C:11]2[C:15]1=[O:17]. (2) Given the reactants ClC(Cl)(Cl)C[O:4][C:5](=O)[NH:6][C:7]1[N:8]([C:16]2[CH:21]=[CH:20][C:19]([CH3:22])=[CH:18][CH:17]=2)[N:9]=[C:10]([C:12]([CH3:15])([CH3:14])[CH3:13])[CH:11]=1.[C:26]([O:30][C:31]([N:33]1[CH2:38][CH2:37][CH:36]([CH2:39][C:40]2[N:44]3[CH:45]=[C:46]([O:49][C@H:50]4[C:59]5[C:54](=[CH:55][CH:56]=[CH:57][CH:58]=5)[C@@H:53]([NH2:60])[CH2:52][CH2:51]4)[CH:47]=[CH:48][C:43]3=[N:42][N:41]=2)[CH2:35][CH2:34]1)=[O:32])([CH3:29])([CH3:28])[CH3:27].CCN(C(C)C)C(C)C.CO, predict the reaction product. The product is: [C:26]([O:30][C:31]([N:33]1[CH2:38][CH2:37][CH:36]([CH2:39][C:40]2[N:44]3[CH:45]=[C:46]([O:49][C@H:50]4[C:59]5[C:54](=[CH:55][CH:56]=[CH:57][CH:58]=5)[C@@H:53]([NH:60][C:5]([NH:6][C:7]5[N:8]([C:16]6[CH:21]=[CH:20][C:19]([CH3:22])=[CH:18][CH:17]=6)[N:9]=[C:10]([C:12]([CH3:15])([CH3:14])[CH3:13])[CH:11]=5)=[O:4])[CH2:52][CH2:51]4)[CH:47]=[CH:48][C:43]3=[N:42][N:41]=2)[CH2:35][CH2:34]1)=[O:32])([CH3:29])([CH3:27])[CH3:28]. (3) Given the reactants [Br:1][C:2]1[CH:7]=[CH:6][C:5]([SH:8])=[CH:4][CH:3]=1.[H-].[Na+].BrCC[Si:14]([C:17]([CH3:20])([CH3:19])[CH3:18])([CH3:16])[CH3:15].C(=O)(O)[O-].[Na+].[O:26]1CC[CH2:28][CH2:27]1, predict the reaction product. The product is: [Br:1][C:2]1[CH:7]=[CH:6][C:5]([S:8][CH2:28][CH2:27][O:26][Si:14]([C:17]([CH3:18])([CH3:19])[CH3:20])([CH3:15])[CH3:16])=[CH:4][CH:3]=1. (4) Given the reactants [O:1]1[CH2:6][CH2:5][CH2:4][O:3][O:2]1.[CH2:7]=[O:8], predict the reaction product. The product is: [O:1]1[CH2:6][CH2:5][CH2:4][O:3][O:2]1.[O:1]1[CH2:6][CH2:5][CH2:4][O:3][O:2]1.[OH2:8].[CH2:7]=[O:8].